This data is from Full USPTO retrosynthesis dataset with 1.9M reactions from patents (1976-2016). The task is: Predict the reactants needed to synthesize the given product. Given the product [CH3:23][O:22][C:20]1[CH:19]=[C:18]([NH:24][CH2:9][C:8]2[CH:7]=[N:6][C:5]3[NH:11][CH:12]=[CH:13][C:4]=3[C:3]=2[NH:2][CH3:1])[CH:17]=[C:16]([O:15][CH3:14])[CH:21]=1, predict the reactants needed to synthesize it. The reactants are: [CH3:1][NH:2][C:3]1[C:8]([CH:9]=O)=[CH:7][N:6]=[C:5]2[NH:11][CH:12]=[CH:13][C:4]=12.[CH3:14][O:15][C:16]1[CH:17]=[C:18]([NH2:24])[CH:19]=[C:20]([O:22][CH3:23])[CH:21]=1.C(O)(=O)C.C([BH3-])#N.[Na+].C([O-])([O-])=O.[Na+].[Na+].